This data is from Forward reaction prediction with 1.9M reactions from USPTO patents (1976-2016). The task is: Predict the product of the given reaction. (1) Given the reactants [OH:1][C:2]1[C:3]([N+:14]([O-:16])=[O:15])=[C:4]([CH:9]=[CH:10][C:11]=1[O:12][CH3:13])[C:5]([O:7][CH3:8])=[O:6].Br[CH:18]1[CH2:22][CH2:21][CH2:20][CH2:19]1.C(=O)([O-])[O-].[K+].[K+], predict the reaction product. The product is: [CH:18]1([O:1][C:2]2[C:3]([N+:14]([O-:16])=[O:15])=[C:4]([CH:9]=[CH:10][C:11]=2[O:12][CH3:13])[C:5]([O:7][CH3:8])=[O:6])[CH2:22][CH2:21][CH2:20][CH2:19]1. (2) Given the reactants Br[C:2]1[CH:7]=[CH:6][C:5]([OH:8])=[C:4]([CH:9]([CH3:11])[CH3:10])[CH:3]=1.[H-].[Na+].[CH2:14](Br)[C:15]1[CH:20]=[CH:19][CH:18]=[CH:17][CH:16]=1.[Cl-].[C:23]([O:27][C:28](=[O:31])[CH2:29][Zn+])([CH3:26])([CH3:25])[CH3:24], predict the reaction product. The product is: [C:23]([O:27][C:28](=[O:31])[CH2:29][C:2]1[CH:7]=[CH:6][C:5]([O:8][CH2:14][C:15]2[CH:20]=[CH:19][CH:18]=[CH:17][CH:16]=2)=[C:4]([CH:9]([CH3:11])[CH3:10])[CH:3]=1)([CH3:26])([CH3:25])[CH3:24].